Dataset: Full USPTO retrosynthesis dataset with 1.9M reactions from patents (1976-2016). Task: Predict the reactants needed to synthesize the given product. (1) Given the product [CH3:25][N:26]([CH3:32])[CH2:27][CH2:28][C:29]([N:22]1[CH2:23][CH2:24][CH:19]([C:10]2[C:9]3[C:13](=[C:14]([C:16]([NH2:18])=[O:17])[CH:15]=[C:7]([C:1]4[CH:2]=[CH:3][CH:4]=[CH:5][CH:6]=4)[CH:8]=3)[NH:12][CH:11]=2)[CH2:20][CH2:21]1)=[O:30], predict the reactants needed to synthesize it. The reactants are: [C:1]1([C:7]2[CH:8]=[C:9]3[C:13](=[C:14]([C:16]([NH2:18])=[O:17])[CH:15]=2)[NH:12][CH:11]=[C:10]3[CH:19]2[CH2:24][CH2:23][NH:22][CH2:21][CH2:20]2)[CH:6]=[CH:5][CH:4]=[CH:3][CH:2]=1.[CH3:25][N:26]([CH3:32])[CH2:27][CH2:28][C:29](O)=[O:30].F[P-](F)(F)(F)(F)F.CN(C(ON1C2=NC=CC=C2N=N1)=[N+](C)C)C.C(N(C(C)C)CC)(C)C. (2) Given the product [CH3:30][N:28]1[CH:29]=[C:25]([C:23]([NH:22][CH:17]([C:18]([NH:20][CH3:21])=[O:19])[CH:16]([C:35]2[CH:40]=[CH:39][CH:38]=[CH:37][CH:36]=2)[CH2:15][NH:14][C:6](=[O:11])[C:7]([F:8])([F:9])[F:10])=[O:24])[C:26]([C:31]([F:32])([F:33])[F:34])=[N:27]1, predict the reactants needed to synthesize it. The reactants are: [F:8][C:7]([F:10])([F:9])[C:6](O[C:6](=[O:11])[C:7]([F:10])([F:9])[F:8])=[O:11].[NH2:14][CH2:15][CH:16]([C:35]1[CH:40]=[CH:39][CH:38]=[CH:37][CH:36]=1)[CH:17]([NH:22][C:23]([C:25]1[C:26]([C:31]([F:34])([F:33])[F:32])=[N:27][N:28]([CH3:30])[CH:29]=1)=[O:24])[C:18]([NH:20][CH3:21])=[O:19].C(N(CC)CC)C.Cl.